From a dataset of Full USPTO retrosynthesis dataset with 1.9M reactions from patents (1976-2016). Predict the reactants needed to synthesize the given product. (1) Given the product [C:1]1([C:32]2[CH:37]=[CH:36][CH:35]=[CH:34][CH:33]=2)[CH:2]=[CH:3][C:4]([CH:7]([N:13]2[C:17]3[CH:18]=[CH:19][C:20]([NH:22][S:23]([C:26]4[CH:31]=[CH:30][CH:29]=[CH:28][CH:27]=4)(=[O:25])=[O:24])=[CH:21][C:16]=3[N:15]=[CH:14]2)[CH2:8][C:9]([OH:11])=[O:10])=[CH:5][CH:6]=1, predict the reactants needed to synthesize it. The reactants are: [C:1]1([C:32]2[CH:37]=[CH:36][CH:35]=[CH:34][CH:33]=2)[CH:6]=[CH:5][C:4]([CH:7]([N:13]2[C:17]3[CH:18]=[CH:19][C:20]([NH:22][S:23]([C:26]4[CH:31]=[CH:30][CH:29]=[CH:28][CH:27]=4)(=[O:25])=[O:24])=[CH:21][C:16]=3[N:15]=[CH:14]2)[CH2:8][C:9]([O:11]C)=[O:10])=[CH:3][CH:2]=1. (2) Given the product [CH2:29]([N:31]([CH2:39][CH2:40][N:41]([CH3:42])[CH2:2][C:3]1[N:12]([C:13]2[CH:18]=[CH:17][CH:16]=[CH:15][CH:14]=2)[C:11](=[O:19])[C:10]2[C:5](=[CH:6][CH:7]=[C:8]([N+:20]([O-:22])=[O:21])[CH:9]=2)[N:4]=1)[C:32](=[O:38])[O:33][C:34]([CH3:37])([CH3:35])[CH3:36])[CH3:30], predict the reactants needed to synthesize it. The reactants are: Cl[CH2:2][C:3]1[N:12]([C:13]2[CH:18]=[CH:17][CH:16]=[CH:15][CH:14]=2)[C:11](=[O:19])[C:10]2[C:5](=[CH:6][CH:7]=[C:8]([N+:20]([O-:22])=[O:21])[CH:9]=2)[N:4]=1.C(=O)([O-])[O-].[K+].[K+].[CH2:29]([N:31]([CH2:39][CH2:40][NH:41][CH3:42])[C:32](=[O:38])[O:33][C:34]([CH3:37])([CH3:36])[CH3:35])[CH3:30].[I-].[K+]. (3) Given the product [C:29](=[O:30])([OH:32])[NH2:23].[F:28][C:2]([F:1])([F:27])[S:3]([C:6]1([OH:26])[C:19]2[O:20][C@@H:16]3[C@@:17]45[CH2:21][CH2:22][N:23]([CH3:24])[C@@H:11]([C@@H:12]4[CH:13]=[CH:14][C@@H:15]3[OH:25])[CH2:10][C:9]([C:18]5=2)=[CH:8][CH2:7]1)(=[O:5])=[O:4], predict the reactants needed to synthesize it. The reactants are: [F:1][C:2]([F:28])([F:27])[S:3]([C:6]1([OH:26])[C:19]2[O:20][C@@H:16]3[C@@:17]45[CH2:21][CH2:22][N:23]([CH3:24])[C@@H:11]([C@@H:12]4[CH:13]=[CH:14][C@@H:15]3[OH:25])[CH2:10][C:9]([C:18]5=2)=[CH:8][CH2:7]1)(=[O:5])=[O:4].[C:29]([O-:32])(O)=[O:30].[Na+].ClC(OC)=O. (4) Given the product [CH3:1][C:2]1[C:10]2[C:5](=[CH:6][C:7]([N+:11]([O-:13])=[O:12])=[CH:8][CH:9]=2)[N:4]([S:20]([C:23]2[CH:29]=[CH:28][C:26]([CH3:27])=[CH:25][CH:24]=2)(=[O:22])=[O:21])[N:3]=1, predict the reactants needed to synthesize it. The reactants are: [CH3:1][C:2]1[C:10]2[C:5](=[CH:6][C:7]([N+:11]([O-:13])=[O:12])=[CH:8][CH:9]=2)[NH:4][N:3]=1.N1C=CC=CC=1.[S:20](Cl)([C:23]1[CH:29]=[CH:28][C:26]([CH3:27])=[CH:25][CH:24]=1)(=[O:22])=[O:21]. (5) The reactants are: CS[C:3]1[S:4]/[C:5](=[CH:9]\[C:10]2[CH:11]=[C:12]3[C:17](=[CH:18][CH:19]=2)[N:16]=[CH:15][CH:14]=[CH:13]3)/[C:6](=[O:8])[N:7]=1.[CH3:20][O:21][C:22]1[CH:27]=[CH:26][C:25](NCC)=[CH:24][CH:23]=1.[CH3:31][CH2:32][N:33](C(C)C)C(C)C. Given the product [CH3:20][O:21][C:22]1[CH:23]=[CH:24][C:25]([CH2:31][CH2:32][NH:33][C:3]2[S:4]/[C:5](=[CH:9]\[C:10]3[CH:11]=[C:12]4[C:17](=[CH:18][CH:19]=3)[N:16]=[CH:15][CH:14]=[CH:13]4)/[C:6](=[O:8])[N:7]=2)=[CH:26][CH:27]=1, predict the reactants needed to synthesize it.